Dataset: Retrosynthesis with 50K atom-mapped reactions and 10 reaction types from USPTO. Task: Predict the reactants needed to synthesize the given product. (1) The reactants are: COC(=O)c1ccc(CN2CCN(C)CC2)c(Cl)c1. Given the product CN1CCN(Cc2ccc(C(=O)O)cc2Cl)CC1, predict the reactants needed to synthesize it. (2) The reactants are: CCC(Br)CC.COc1ccc(-c2nc(CNC(=O)c3ncccc3C)co2)cc1O. Given the product CCC(CC)Oc1cc(-c2nc(CNC(=O)c3ncccc3C)co2)ccc1OC, predict the reactants needed to synthesize it.